This data is from Forward reaction prediction with 1.9M reactions from USPTO patents (1976-2016). The task is: Predict the product of the given reaction. (1) Given the reactants [CH2:1]([C:3]1[C:4]([O:15]C)=[N:5][C:6]([CH3:14])=[C:7]([C:9]2[S:10][CH:11]=[CH:12][CH:13]=2)[CH:8]=1)[CH3:2].[I-].[K+].C(#N)C.Cl[Si](C)(C)C, predict the reaction product. The product is: [CH2:1]([C:3]1[C:4](=[O:15])[NH:5][C:6]([CH3:14])=[C:7]([C:9]2[S:10][CH:11]=[CH:12][CH:13]=2)[CH:8]=1)[CH3:2]. (2) Given the reactants C[O:2][C:3]1[CH:8]=[CH:7][CH:6]=[C:5]([O:9]C)[C:4]=1[C:11]1[C:12]2[C:17]([C:18]([C:25]3[C:30]([O:31]C)=[CH:29][CH:28]=[CH:27][C:26]=3[O:33]C)=[C:19]3[C:24]=1[CH:23]=[CH:22][CH:21]=[CH:20]3)=[CH:16][CH:15]=[CH:14][CH:13]=2.[I-].[Li+].Cl, predict the reaction product. The product is: [OH:2][C:3]1[CH:8]=[CH:7][CH:6]=[C:5]([OH:9])[C:4]=1[C:11]1[C:24]2[C:19]([C:18]([C:25]3[C:26]([OH:33])=[CH:27][CH:28]=[CH:29][C:30]=3[OH:31])=[C:17]3[C:12]=1[CH:13]=[CH:14][CH:15]=[CH:16]3)=[CH:20][CH:21]=[CH:22][CH:23]=2. (3) Given the reactants [Cl:1][C:2]([F:35])([F:34])[O:3][C:4]1[C:5]([F:33])=[C:6]([F:32])[CH:7]=[C:8]2[C:13]=1[N:12]([C:14]1[CH:19]=[CH:18][C:17]([CH2:20][N:21]3[CH2:25]C[CH2:23][CH2:22]3)=[CH:16][CH:15]=1)[CH:11]=[C:10]([C:26]([O:28][CH2:29][CH3:30])=[O:27])[C:9]2=[O:31].C(N(CC1C=CC(N)=CC=1)C)C, predict the reaction product. The product is: [Cl:1][C:2]([F:34])([F:35])[O:3][C:4]1[C:5]([F:33])=[C:6]([F:32])[CH:7]=[C:8]2[C:13]=1[N:12]([C:14]1[CH:19]=[CH:18][C:17]([CH2:20][N:21]([CH2:22][CH3:23])[CH3:25])=[CH:16][CH:15]=1)[CH:11]=[C:10]([C:26]([O:28][CH2:29][CH3:30])=[O:27])[C:9]2=[O:31]. (4) Given the reactants [F:1][C:2]1[CH:3]=[C:4]([C@H:9]2[CH2:13][CH2:12][CH2:11][N:10]2C(OC(C)(C)C)=O)[CH:5]=[C:6]([OH:8])[CH:7]=1.[ClH:21].O1CCOCC1, predict the reaction product. The product is: [ClH:21].[F:1][C:2]1[CH:7]=[C:6]([OH:8])[CH:5]=[C:4]([C@H:9]2[CH2:13][CH2:12][CH2:11][NH:10]2)[CH:3]=1. (5) Given the reactants [N:1]([C:4]1[CH:18]=[CH:17][C:7]([CH2:8][NH:9]C(=O)OC(C)(C)C)=[CH:6][C:5]=1[I:19])=[N+:2]=[N-:3].O(CC)CC.[ClH:25], predict the reaction product. The product is: [ClH:25].[N:1]([C:4]1[CH:18]=[CH:17][C:7]([CH2:8][NH2:9])=[CH:6][C:5]=1[I:19])=[N+:2]=[N-:3]. (6) Given the reactants [CH3:1][O:2][C:3](=[O:12])[C:4]1[CH:9]=[CH:8][C:7]([CH2:10]Cl)=[CH:6][CH:5]=1.[CH3:13][N:14]1[CH2:19][CH2:18][NH:17][CH2:16][CH2:15]1.[I-].[Na+], predict the reaction product. The product is: [CH3:1][O:2][C:3](=[O:12])[C:4]1[CH:9]=[CH:8][C:7]([CH2:10][N:17]2[CH2:18][CH2:19][N:14]([CH3:13])[CH2:15][CH2:16]2)=[CH:6][CH:5]=1.